This data is from Reaction yield outcomes from USPTO patents with 853,638 reactions. The task is: Predict the reaction yield, written as a fraction of the theoretical maximum amount of product (1.0 means a 100% yield; for example, 0.34 means a 34% yield). (1) The reactants are Cl[C:2]1[N:7]=[C:6](Cl)[C:5]([F:9])=[CH:4][N:3]=1.[N+:10]([C:13]1[CH:14]=[C:15]([CH:17]=[CH:18][CH:19]=1)[NH2:16])([O-:12])=[O:11]. The catalyst is CO.O. The product is [N+:10]([C:13]1[CH:14]=[C:15]([NH:16][C:2]2[N:7]=[C:6]([NH:16][C:15]3[CH:17]=[CH:18][CH:19]=[C:13]([N+:10]([O-:12])=[O:11])[CH:14]=3)[C:5]([F:9])=[CH:4][N:3]=2)[CH:17]=[CH:18][CH:19]=1)([O-:12])=[O:11]. The yield is 0.760. (2) The reactants are O=[C:2]1[CH2:7][CH2:6][CH:5]([N:8]2[C:13](=[O:14])[C:12]([CH2:15][C:16]3[CH:21]=[CH:20][C:19]([C:22]4[CH:27]=[CH:26][CH:25]=[CH:24][C:23]=4[C:28]4[NH:32][C:31](=[O:33])[O:30][N:29]=4)=[CH:18][CH:17]=3)=[C:11]([CH2:34][CH2:35][CH3:36])[N:10]3[N:37]=[CH:38][N:39]=[C:9]23)[CH2:4][CH2:3]1.[NH2:40][O:41][CH2:42][C:43]([CH3:46])([OH:45])[CH3:44].N1C=CC=CC=1.Cl. The catalyst is O.C(OCC)(=O)C. The product is [OH:45][C:43]([CH3:46])([CH3:44])[CH2:42][O:41][N:40]=[C:2]1[CH2:3][CH2:4][CH:5]([N:8]2[C:13](=[O:14])[C:12]([CH2:15][C:16]3[CH:17]=[CH:18][C:19]([C:22]4[CH:27]=[CH:26][CH:25]=[CH:24][C:23]=4[C:28]4[NH:32][C:31](=[O:33])[O:30][N:29]=4)=[CH:20][CH:21]=3)=[C:11]([CH2:34][CH2:35][CH3:36])[N:10]3[N:37]=[CH:38][N:39]=[C:9]23)[CH2:6][CH2:7]1. The yield is 0.630.